From a dataset of NCI-60 drug combinations with 297,098 pairs across 59 cell lines. Regression. Given two drug SMILES strings and cell line genomic features, predict the synergy score measuring deviation from expected non-interaction effect. (1) Drug 1: C1CCC(CC1)NC(=O)N(CCCl)N=O. Drug 2: CC1C(C(=O)NC(C(=O)N2CCCC2C(=O)N(CC(=O)N(C(C(=O)O1)C(C)C)C)C)C(C)C)NC(=O)C3=C4C(=C(C=C3)C)OC5=C(C(=O)C(=C(C5=N4)C(=O)NC6C(OC(=O)C(N(C(=O)CN(C(=O)C7CCCN7C(=O)C(NC6=O)C(C)C)C)C)C(C)C)C)N)C. Cell line: RPMI-8226. Synergy scores: CSS=37.1, Synergy_ZIP=25.5, Synergy_Bliss=26.5, Synergy_Loewe=24.7, Synergy_HSA=25.3. (2) Drug 1: CCC1=CC2CC(C3=C(CN(C2)C1)C4=CC=CC=C4N3)(C5=C(C=C6C(=C5)C78CCN9C7C(C=CC9)(C(C(C8N6C)(C(=O)OC)O)OC(=O)C)CC)OC)C(=O)OC.C(C(C(=O)O)O)(C(=O)O)O. Drug 2: C1C(C(OC1N2C=NC(=NC2=O)N)CO)O. Cell line: HCT-15. Synergy scores: CSS=18.1, Synergy_ZIP=-2.73, Synergy_Bliss=-1.44, Synergy_Loewe=2.21, Synergy_HSA=2.54. (3) Drug 1: CCC1(CC2CC(C3=C(CCN(C2)C1)C4=CC=CC=C4N3)(C5=C(C=C6C(=C5)C78CCN9C7C(C=CC9)(C(C(C8N6C=O)(C(=O)OC)O)OC(=O)C)CC)OC)C(=O)OC)O.OS(=O)(=O)O. Drug 2: C1C(C(OC1N2C=NC3=C2NC=NCC3O)CO)O. Cell line: HOP-62. Synergy scores: CSS=7.19, Synergy_ZIP=-1.54, Synergy_Bliss=3.45, Synergy_Loewe=3.09, Synergy_HSA=4.03. (4) Drug 1: CC(C)(C#N)C1=CC(=CC(=C1)CN2C=NC=N2)C(C)(C)C#N. Drug 2: CC1CCC2CC(C(=CC=CC=CC(CC(C(=O)C(C(C(=CC(C(=O)CC(OC(=O)C3CCCCN3C(=O)C(=O)C1(O2)O)C(C)CC4CCC(C(C4)OC)O)C)C)O)OC)C)C)C)OC. Cell line: SR. Synergy scores: CSS=14.1, Synergy_ZIP=4.39, Synergy_Bliss=3.16, Synergy_Loewe=-5.04, Synergy_HSA=1.88. (5) Drug 1: C1=CN(C=N1)CC(O)(P(=O)(O)O)P(=O)(O)O. Drug 2: C1C(C(OC1N2C=NC(=NC2=O)N)CO)O. Cell line: MDA-MB-231. Synergy scores: CSS=9.07, Synergy_ZIP=-4.30, Synergy_Bliss=0.857, Synergy_Loewe=1.26, Synergy_HSA=2.33. (6) Drug 1: CC(C)(C1=NC(=CC=C1)N2C3=NC(=NC=C3C(=O)N2CC=C)NC4=CC=C(C=C4)N5CCN(CC5)C)O. Drug 2: CNC(=O)C1=NC=CC(=C1)OC2=CC=C(C=C2)NC(=O)NC3=CC(=C(C=C3)Cl)C(F)(F)F. Cell line: NCIH23. Synergy scores: CSS=74.2, Synergy_ZIP=-0.0929, Synergy_Bliss=-0.397, Synergy_Loewe=-5.47, Synergy_HSA=4.67. (7) Drug 1: C1CNP(=O)(OC1)N(CCCl)CCCl. Drug 2: C(CN)CNCCSP(=O)(O)O. Cell line: CAKI-1. Synergy scores: CSS=-1.35, Synergy_ZIP=1.24, Synergy_Bliss=0.152, Synergy_Loewe=-5.94, Synergy_HSA=-7.77.